This data is from Full USPTO retrosynthesis dataset with 1.9M reactions from patents (1976-2016). The task is: Predict the reactants needed to synthesize the given product. (1) Given the product [Br:1][C:2]1[CH:7]=[CH:6][N:5]=[C:4]([NH:8][C:9]2[CH:14]=[CH:13][N:12]=[C:11]([CH3:15])[C:10]=2[NH2:16])[CH:3]=1, predict the reactants needed to synthesize it. The reactants are: [Br:1][C:2]1[CH:7]=[CH:6][N:5]=[C:4]([NH:8][C:9]2[CH:14]=[CH:13][N:12]=[C:11]([CH3:15])[C:10]=2[N+:16]([O-])=O)[CH:3]=1.Cl.O.O.[Sn](Cl)Cl.[OH-].[Na+]. (2) Given the product [Cl:1][C:2]1[N:3]=[C:4]([N:20]2[CH2:21][CH2:22][O:23][CH2:24][CH2:25]2)[C:5]2[S:10][C:9]([C:11]3[CH:12]=[C:13]([CH:17]=[CH:18][CH:19]=3)[C:14]([NH:26][CH2:27][C@@H:28]([OH:30])[CH3:29])=[O:15])=[CH:8][C:6]=2[N:7]=1, predict the reactants needed to synthesize it. The reactants are: [Cl:1][C:2]1[N:3]=[C:4]([N:20]2[CH2:25][CH2:24][O:23][CH2:22][CH2:21]2)[C:5]2[S:10][C:9]([C:11]3[CH:12]=[C:13]([CH:17]=[CH:18][CH:19]=3)[C:14](O)=[O:15])=[CH:8][C:6]=2[N:7]=1.[NH2:26][CH2:27][C@@H:28]([OH:30])[CH3:29]. (3) Given the product [F:10][C:5]1[CH:6]=[C:7]([O:8][CH3:9])[C:2]([F:1])=[C:3]([NH:14][C:15]2[CH:20]=[CH:19][C:18]([I:21])=[CH:17][C:16]=2[F:22])[C:4]=1[NH2:11], predict the reactants needed to synthesize it. The reactants are: [F:1][C:2]1[C:7]([O:8][CH3:9])=[CH:6][C:5]([F:10])=[C:4]([N+:11]([O-])=O)[C:3]=1[NH:14][C:15]1[CH:20]=[CH:19][C:18]([I:21])=[CH:17][C:16]=1[F:22].[O-]S(S([O-])=O)=O.[Na+].[Na+]. (4) The reactants are: [Cl:1][C:2]1[N:10]=[C:9]2[C:5]([N:6]=[CH:7][N:8]2[CH:11]([CH3:13])[CH3:12])=[C:4](Cl)[N:3]=1.[CH3:15][N:16]1[CH2:21][CH2:20][N:19]([C:22]2[CH:28]=[CH:27][C:25]([NH2:26])=[CH:24][CH:23]=2)[CH2:18][CH2:17]1.C(O)(C(F)(F)F)=O.C([O-])(O)=O.[Na+]. Given the product [Cl:1][C:2]1[N:10]=[C:9]2[C:5]([N:6]=[CH:7][N:8]2[CH:11]([CH3:13])[CH3:12])=[C:4]([NH:26][C:25]2[CH:24]=[CH:23][C:22]([N:19]3[CH2:18][CH2:17][N:16]([CH3:15])[CH2:21][CH2:20]3)=[CH:28][CH:27]=2)[N:3]=1, predict the reactants needed to synthesize it. (5) The reactants are: [Cl:1][C:2]1[N:7]=[C:6]([Cl:8])[C:5]([CH:9](Br)[CH3:10])=[CH:4][N:3]=1.[CH3:12][O:13][C:14]1[CH:19]=[CH:18][C:17]([NH2:20])=[CH:16][CH:15]=1.C(=O)([O-])[O-].[K+].[K+].[I-].[K+]. Given the product [Cl:1][C:2]1[N:7]=[C:6]([Cl:8])[C:5]([CH:9]([NH:20][C:17]2[CH:18]=[CH:19][C:14]([O:13][CH3:12])=[CH:15][CH:16]=2)[CH3:10])=[CH:4][N:3]=1, predict the reactants needed to synthesize it. (6) The reactants are: [C:1]([O:5][C:6]([C@@H:8]1[CH2:24][C@:11]2([O:15][C:14](=[O:16])[N:13]([C:17]3[CH:22]=[CH:21][CH:20]=[C:19]([Cl:23])[CH:18]=3)[CH2:12]2)[CH2:10][NH:9]1)=[O:7])([CH3:4])([CH3:3])[CH3:2].[CH:25]1([CH2:31][C:32]([NH:34][C@@H:35]([C:39]([CH3:42])([CH3:41])[CH3:40])[C:36](O)=[O:37])=[O:33])[CH2:30][CH2:29][CH2:28][CH2:27][CH2:26]1. Given the product [C:1]([O:5][C:6]([C@@H:8]1[CH2:24][C@:11]2([O:15][C:14](=[O:16])[N:13]([C:17]3[CH:22]=[CH:21][CH:20]=[C:19]([Cl:23])[CH:18]=3)[CH2:12]2)[CH2:10][N:9]1[C:36](=[O:37])[C@@H:35]([NH:34][C:32](=[O:33])[CH2:31][CH:25]1[CH2:30][CH2:29][CH2:28][CH2:27][CH2:26]1)[C:39]([CH3:41])([CH3:42])[CH3:40])=[O:7])([CH3:4])([CH3:2])[CH3:3], predict the reactants needed to synthesize it. (7) Given the product [Cl:18][C:14]1[CH:13]=[C:12]([C@@H:10]([OH:11])[CH2:9][NH:8][CH2:19][CH2:20][C:21]2[CH:26]=[CH:25][C:24]([S:27]([C:30]3[CH:31]=[C:32]([CH:42]=[CH:43][CH:44]=3)[O:33][C:34]([CH3:41])([CH3:40])[C:35]([O:37][CH2:38][CH3:39])=[O:36])(=[O:28])=[O:29])=[CH:23][CH:22]=2)[CH:17]=[CH:16][CH:15]=1, predict the reactants needed to synthesize it. The reactants are: C([N:8]([CH2:19][CH2:20][C:21]1[CH:26]=[CH:25][C:24]([S:27]([C:30]2[CH:31]=[C:32]([CH:42]=[CH:43][CH:44]=2)[O:33][C:34]([CH3:41])([CH3:40])[C:35]([O:37][CH2:38][CH3:39])=[O:36])(=[O:29])=[O:28])=[CH:23][CH:22]=1)[CH2:9][C@@H:10]([C:12]1[CH:17]=[CH:16][CH:15]=[C:14]([Cl:18])[CH:13]=1)[OH:11])C1C=CC=CC=1.[H][H].